This data is from Reaction yield outcomes from USPTO patents with 853,638 reactions. The task is: Predict the reaction yield, written as a fraction of the theoretical maximum amount of product (1.0 means a 100% yield; for example, 0.34 means a 34% yield). (1) The yield is 0.950. The catalyst is O1CCOCC1. The reactants are [NH:1]([C:8]([NH:24][C:25]1[CH:30]=[CH:29][CH:28]=[CH:27][CH:26]=1)=[CH:9][C:10]([C:12]1[C:13](Cl)=[N:14][C:15]([Cl:22])=[CH:16][C:17]=1[C:18]([F:21])([F:20])[F:19])=[O:11])[C:2]1[CH:7]=[CH:6][CH:5]=[CH:4][CH:3]=1.CC([O-])(C)C.[K+]. The product is [NH:1]([C:8]1[N:24]([C:25]2[CH:30]=[CH:29][CH:28]=[CH:27][CH:26]=2)[C:13]2[C:12]([C:10](=[O:11])[CH:9]=1)=[C:17]([C:18]([F:21])([F:19])[F:20])[CH:16]=[C:15]([Cl:22])[N:14]=2)[C:2]1[CH:7]=[CH:6][CH:5]=[CH:4][CH:3]=1. (2) The reactants are Br[C:2]1[CH:7]=[CH:6][N:5]=[C:4]([S:8][CH3:9])[N:3]=1.C(=O)([O-])[O-].[K+].[K+].[C:16]1([CH3:25])[CH:21]=[CH:20][CH:19]=[CH:18][C:17]=1B(O)O. The catalyst is COCCOC.C1C=CC([P]([Pd]([P](C2C=CC=CC=2)(C2C=CC=CC=2)C2C=CC=CC=2)([P](C2C=CC=CC=2)(C2C=CC=CC=2)C2C=CC=CC=2)[P](C2C=CC=CC=2)(C2C=CC=CC=2)C2C=CC=CC=2)(C2C=CC=CC=2)C2C=CC=CC=2)=CC=1. The product is [CH3:9][S:8][C:4]1[N:3]=[C:2]([C:17]2[CH:18]=[CH:19][CH:20]=[CH:21][C:16]=2[CH3:25])[CH:7]=[CH:6][N:5]=1. The yield is 0.980.